From a dataset of Full USPTO retrosynthesis dataset with 1.9M reactions from patents (1976-2016). Predict the reactants needed to synthesize the given product. (1) Given the product [Cl:25][C:26]1[CH:33]=[CH:32][CH:31]=[C:30]([F:34])[C:27]=1[CH2:28][N:14]1[C:13]2[C:12](=[O:15])[N:11]([CH3:16])[C:10](=[O:17])[N:9]([CH3:18])[C:8]=2[N:7]=[C:6]1[CH:1]1[CH2:2][CH2:3][CH2:4][CH2:5]1, predict the reactants needed to synthesize it. The reactants are: [CH:1]1([C:6]2[NH:14][C:13]3[C:12](=[O:15])[N:11]([CH3:16])[C:10](=[O:17])[N:9]([CH3:18])[C:8]=3[N:7]=2)[CH2:5][CH2:4][CH2:3][CH2:2]1.C([O-])([O-])=O.[K+].[K+].[Cl:25][C:26]1[CH:33]=[CH:32][CH:31]=[C:30]([F:34])[C:27]=1[CH2:28]Br. (2) Given the product [CH:1]1([NH:4][C:5](=[O:38])[C:6]2[CH:11]=[C:10]([C:12]3[CH:13]=[C:14]4[C:19](=[CH:20][CH:21]=3)[C:18](=[O:22])[N:17]([CH2:23][C:24]3[CH:25]=[CH:26][C:27]([S:30]([CH3:33])(=[O:31])=[O:32])=[CH:28][CH:29]=3)[CH:16]=[C:15]4[CH2:34][N:43]3[CH2:44][CH2:45][N:40]([CH3:39])[CH2:41][CH2:42]3)[C:9]([CH3:36])=[C:8]([F:37])[CH:7]=2)[CH2:2][CH2:3]1, predict the reactants needed to synthesize it. The reactants are: [CH:1]1([NH:4][C:5](=[O:38])[C:6]2[CH:11]=[C:10]([C:12]3[CH:13]=[C:14]4[C:19](=[CH:20][CH:21]=3)[C:18](=[O:22])[N:17]([CH2:23][C:24]3[CH:29]=[CH:28][C:27]([S:30]([CH3:33])(=[O:32])=[O:31])=[CH:26][CH:25]=3)[CH:16]=[C:15]4[CH:34]=O)[C:9]([CH3:36])=[C:8]([F:37])[CH:7]=2)[CH2:3][CH2:2]1.[CH3:39][N:40]1[CH2:45][CH2:44][NH:43][CH2:42][CH2:41]1. (3) The reactants are: N1CC[O:4]CC1.[Li]CCCC.CCCCCC.Br[C:19]1[C:26]([O:27][CH3:28])=[CH:25][C:24]([O:29][CH3:30])=[CH:23][C:20]=1[CH:21]=[O:22].[N+](C1C=CC=CC=1O)([O-])=O.Cl. Given the product [OH:4][C:19]1[C:26]([O:27][CH3:28])=[CH:25][C:24]([O:29][CH3:30])=[CH:23][C:20]=1[CH:21]=[O:22], predict the reactants needed to synthesize it. (4) Given the product [C:7]1([N:6]2[C:2]([NH:13][C@H:14]([C:19]([OH:21])=[O:20])[CH2:15][CH:16]([CH3:18])[CH3:17])=[N:3][N:4]=[N:5]2)[CH:12]=[CH:11][CH:10]=[CH:9][CH:8]=1, predict the reactants needed to synthesize it. The reactants are: Cl[C:2]1[N:6]([C:7]2[CH:12]=[CH:11][CH:10]=[CH:9][CH:8]=2)[N:5]=[N:4][N:3]=1.[NH2:13][C@H:14]([C:19]([OH:21])=[O:20])[CH2:15][CH:16]([CH3:18])[CH3:17].C(=O)([O-])[O-].[K+].[K+].